From a dataset of Forward reaction prediction with 1.9M reactions from USPTO patents (1976-2016). Predict the product of the given reaction. (1) Given the reactants [CH:1]1([CH2:4][S:5]([CH:8]2[CH2:13][CH2:12][C:11]([C:16]([N:18]3[CH2:22][CH2:21][CH2:20][CH2:19]3)=[O:17])([C:14]#[N:15])[CH2:10][CH2:9]2)(=[O:7])=[O:6])[CH2:3][CH2:2]1, predict the reaction product. The product is: [NH2:15][CH2:14][C:11]1([C:16]([N:18]2[CH2:19][CH2:20][CH2:21][CH2:22]2)=[O:17])[CH2:12][CH2:13][CH:8]([S:5]([CH2:4][CH:1]2[CH2:3][CH2:2]2)(=[O:6])=[O:7])[CH2:9][CH2:10]1. (2) Given the reactants [CH3:1][N:2]([C:26](=[O:31])[C:27]([F:30])([F:29])[F:28])[CH:3]1[C:11]2[C:6](=[CH:7][C:8]([N:12]3[CH2:16][CH2:15][C@H:14]([NH:17]C(=O)OC(C)(C)C)[C:13]3=[O:25])=[CH:9][CH:10]=2)[CH2:5][CH2:4]1.[ClH:32], predict the reaction product. The product is: [ClH:32].[NH2:17][C@H:14]1[CH2:15][CH2:16][N:12]([C:8]2[CH:7]=[C:6]3[C:11](=[CH:10][CH:9]=2)[CH:3]([N:2]([CH3:1])[C:26](=[O:31])[C:27]([F:29])([F:30])[F:28])[CH2:4][CH2:5]3)[C:13]1=[O:25]. (3) Given the reactants [NH2:1][C@@H:2]([CH2:8][CH2:9][CH3:10])[C:3]([O:5][CH2:6][CH3:7])=[O:4].C(N(CC)CC)C.Br[C@H:19]([CH3:41])[C:20]([N:22]1[C@@H:30]2[C@@H:25]([CH2:26][CH2:27][CH2:28][CH2:29]2)[CH2:24][C@H:23]1[C:31]([O:33][CH2:34][C:35]1[CH:40]=[CH:39][CH:38]=[CH:37][CH:36]=1)=[O:32])=[O:21], predict the reaction product. The product is: [CH2:6]([O:5][C:3]([C@@H:2]([NH:1][C@@H:19]([CH3:41])[C:20]([N:22]1[C@@H:30]2[C@@H:25]([CH2:26][CH2:27][CH2:28][CH2:29]2)[CH2:24][C@H:23]1[C:31]([O:33][CH2:34][C:35]1[CH:36]=[CH:37][CH:38]=[CH:39][CH:40]=1)=[O:32])=[O:21])[CH2:8][CH2:9][CH3:10])=[O:4])[CH3:7]. (4) The product is: [O:1]=[C:2]1[NH:6][C:5](=[O:7])[C:4](=[CH:8][C:9]2[CH:10]=[CH:11][C:12]([C:15]3[CH:20]=[CH:19][CH:18]=[C:17]([C:21]([OH:23])=[O:22])[CH:16]=3)=[CH:13][CH:14]=2)[S:3]1. Given the reactants [O:1]=[C:2]1[NH:6][C:5](=[O:7])[C:4](=[CH:8][C:9]2[CH:14]=[CH:13][C:12]([C:15]3[CH:20]=[CH:19][CH:18]=[C:17]([C:21]([O:23]CC)=[O:22])[CH:16]=3)=[CH:11][CH:10]=2)[S:3]1.O1CCCC1.CO.[OH-].[Na+], predict the reaction product. (5) Given the reactants [C:1]1([S:7]([N:10]2[C:18]3[C:13](=[CH:14][CH:15]=[C:16]([CH3:19])[CH:17]=3)[CH:12]=[CH:11]2)(=[O:9])=[O:8])[CH:6]=[CH:5][CH:4]=[CH:3][CH:2]=1.C([N-]C(C)C)(C)C.[Li+].[C:28]1([CH2:34][N:35]2[CH2:40][CH2:39][CH:38]([CH:41]=[CH:42][CH:43]=[O:44])[CH2:37][CH2:36]2)[CH:33]=[CH:32][CH:31]=[CH:30][CH:29]=1, predict the reaction product. The product is: [C:1]1([S:7]([N:10]2[C:18]3[C:13](=[CH:14][CH:15]=[C:16]([CH3:19])[CH:17]=3)[CH:12]=[C:11]2[C:42](=[CH:41][CH:38]2[CH2:37][CH2:36][N:35]([CH2:34][C:28]3[CH:29]=[CH:30][CH:31]=[CH:32][CH:33]=3)[CH2:40][CH2:39]2)[CH2:43][OH:44])(=[O:9])=[O:8])[CH:6]=[CH:5][CH:4]=[CH:3][CH:2]=1. (6) Given the reactants [C:1](=O)([O-])[O-].[K+].[K+].IC.[CH3:9][C:10]1[CH:11]=[CH:12][C:13]2[NH:18][N:17]=[C:16]([C:19]([O:21][CH3:22])=[O:20])[S:15](=[O:24])(=[O:23])[C:14]=2[CH:25]=1.C(Cl)Cl, predict the reaction product. The product is: [CH3:1][N:18]1[C:13]2[CH:12]=[CH:11][C:10]([CH3:9])=[CH:25][C:14]=2[S:15](=[O:23])(=[O:24])[C:16]([C:19]([O:21][CH3:22])=[O:20])=[N:17]1. (7) Given the reactants [C:1]([O:5][C:6]([N:8]1[CH2:13][CH2:12][CH2:11][CH:10]([CH2:14][OH:15])[CH2:9]1)=[O:7])([CH3:4])([CH3:3])[CH3:2].[Cl:16][C:17]1[CH:22]=[CH:21][C:20]([Cl:23])=[CH:19][C:18]=1O.C(OC(N1CCCC(COC2C=CC=CC=2Cl)C1)=O)(C)(C)C, predict the reaction product. The product is: [C:1]([O:5][C:6]([N:8]1[CH2:13][CH2:12][CH2:11][CH:10]([CH2:14][O:15][C:21]2[CH:22]=[C:17]([Cl:16])[CH:18]=[CH:19][C:20]=2[Cl:23])[CH2:9]1)=[O:7])([CH3:4])([CH3:3])[CH3:2]. (8) Given the reactants [CH3:1][C:2]1[C:12]2[N:11]3[CH2:13][C@H:8]([CH2:9][CH2:10]3)[NH:7][C:6]=2[N:5]=[C:4]([C:14]2[CH:15]=[N:16][C:17]([CH3:20])=[CH:18][CH:19]=2)[CH:3]=1.[N:21]1[CH:26]=[CH:25][CH:24]=[C:23]([NH:27][C:28](=O)[O:29]C2C=CC=CC=2)[CH:22]=1.C(OCC)(=O)C, predict the reaction product. The product is: [CH3:1][C:2]1[C:12]2[N:11]3[CH2:13][C@H:8]([CH2:9][CH2:10]3)[N:7]([C:28]([NH:27][C:23]3[CH:22]=[N:21][CH:26]=[CH:25][CH:24]=3)=[O:29])[C:6]=2[N:5]=[C:4]([C:14]2[CH:15]=[N:16][C:17]([CH3:20])=[CH:18][CH:19]=2)[CH:3]=1. (9) Given the reactants C([S:4][CH2:5][CH:6]([CH2:10][CH:11]([CH3:13])[CH3:12])[C:7](O)=[O:8])(=O)C.CN(C(ON1N=NC2C=CC=NC1=2)=[N+](C)C)C.F[P-](F)(F)(F)(F)F.CCN(C(C)C)C(C)C.Cl.[NH2:48][CH2:49][C:50]1[C:51](=[O:76])[N:52]([CH2:60][C:61]2[CH:66]=[CH:65][C:64]([C:67]3[C:68]([C:73]([OH:75])=[O:74])=[CH:69][CH:70]=[CH:71][CH:72]=3)=[CH:63][CH:62]=2)[C:53]([CH2:56][CH2:57][CH2:58][CH3:59])=[CH:54][CH:55]=1, predict the reaction product. The product is: [CH2:56]([C:53]1[N:52]([CH2:60][C:61]2[CH:62]=[CH:63][C:64]([C:67]3[C:68]([C:73]([OH:75])=[O:74])=[CH:69][CH:70]=[CH:71][CH:72]=3)=[CH:65][CH:66]=2)[C:51](=[O:76])[C:50]([CH2:49][NH:48][C:7](=[O:8])[CH:6]([CH2:5][SH:4])[CH2:10][CH:11]([CH3:13])[CH3:12])=[CH:55][CH:54]=1)[CH2:57][CH2:58][CH3:59]. (10) Given the reactants [NH2:1][C:2]1[S:3][C:4]([C:7]([O:9][CH2:10][CH3:11])=[O:8])=[CH:5][N:6]=1.[CH3:12][C:13]([O:16][C:17](O[C:17]([O:16][C:13]([CH3:15])([CH3:14])[CH3:12])=[O:18])=[O:18])([CH3:15])[CH3:14], predict the reaction product. The product is: [C:13]([O:16][C:17]([NH:1][C:2]1[S:3][C:4]([C:7]([O:9][CH2:10][CH3:11])=[O:8])=[CH:5][N:6]=1)=[O:18])([CH3:15])([CH3:14])[CH3:12].